From a dataset of Full USPTO retrosynthesis dataset with 1.9M reactions from patents (1976-2016). Predict the reactants needed to synthesize the given product. (1) Given the product [F:1][C:2]1[CH:10]=[C:9]([C:27]2[S:31][C:30]([C:32]#[N:33])=[CH:29][CH:28]=2)[C:8]2[N:7]3[CH2:20][CH2:21][NH:22][C:23](=[O:24])[C:6]3=[C:5]([CH3:25])[C:4]=2[CH:3]=1, predict the reactants needed to synthesize it. The reactants are: [F:1][C:2]1[CH:10]=[C:9](B2OC(C)(C)C(C)(C)O2)[C:8]2[N:7]3[CH2:20][CH2:21][NH:22][C:23](=[O:24])[C:6]3=[C:5]([CH3:25])[C:4]=2[CH:3]=1.Br[C:27]1[S:31][C:30]([C:32]#[N:33])=[CH:29][CH:28]=1. (2) Given the product [C:9]1([C:8]2[C:3](=[O:2])[NH:4][N:5]=[C:6]([C:15]3[N:16]=[CH:17][CH:18]=[CH:19][N:20]=3)[CH:7]=2)[CH:14]=[CH:13][CH:12]=[CH:11][CH:10]=1, predict the reactants needed to synthesize it. The reactants are: C[O:2][C:3]1[N:4]=[N:5][C:6]([C:15]2[N:20]=[CH:19][CH:18]=[CH:17][N:16]=2)=[CH:7][C:8]=1[C:9]1[CH:14]=[CH:13][CH:12]=[CH:11][CH:10]=1.[OH-].[Na+]. (3) Given the product [F:1][C:2]1[CH:3]=[C:4]([CH:5]=[CH:10][C:11](=[O:12])[CH:13]=[CH:5][C:4]2[CH:7]=[CH:8][CH:9]=[C:2]([F:1])[CH:3]=2)[CH:7]=[CH:8][CH:9]=1, predict the reactants needed to synthesize it. The reactants are: [F:1][C:2]1[CH:3]=[C:4]([CH:7]=[CH:8][CH:9]=1)[CH:5]=O.[CH3:10][C:11]([CH3:13])=[O:12].[OH-].[Na+].O. (4) Given the product [CH3:20][S:17]([C:8]1[CH:7]=[C:6]([CH:11]=[C:10]([N:12]([CH3:16])[CH2:13][CH2:14][CH3:15])[N:9]=1)[C:5]([OH:21])=[O:4])(=[O:19])=[O:18], predict the reactants needed to synthesize it. The reactants are: [OH-].[Na+].C[O:4][C:5](=[O:21])[C:6]1[CH:11]=[C:10]([N:12]([CH3:16])[CH2:13][CH2:14][CH3:15])[N:9]=[C:8]([S:17]([CH3:20])(=[O:19])=[O:18])[CH:7]=1.Cl. (5) Given the product [Br:1][C:2]1[CH:3]=[C:4]([CH:9]=[C:10]([CH2:12][N:15]([CH3:16])[CH3:14])[CH:11]=1)[C:5]([O:7][CH3:8])=[O:6], predict the reactants needed to synthesize it. The reactants are: [Br:1][C:2]1[CH:3]=[C:4]([CH:9]=[C:10]([CH:12]=O)[CH:11]=1)[C:5]([O:7][CH3:8])=[O:6].[CH3:14][NH:15][CH3:16].O1CCCC1.C(O[BH-](OC(=O)C)OC(=O)C)(=O)C.[Na+].C(=O)(O)[O-].[Na+]. (6) Given the product [F:21][C:20]1[C:19]([O:22][CH3:23])=[CH:18][C:17]([O:24][CH3:25])=[C:16]([F:26])[C:15]=1[N:13]1[CH2:14][C:9]2[CH:8]=[N:7][C:6]3[N:29]([S:30]([C:33]4[CH:38]=[CH:37][CH:36]=[CH:35][CH:34]=4)(=[O:31])=[O:32])[C:3]([CH2:2][N:39]4[CH:43]=[CH:42][N:41]=[CH:40]4)=[CH:4][C:5]=3[C:10]=2[N:11]([CH3:28])[C:12]1=[O:27], predict the reactants needed to synthesize it. The reactants are: Cl[CH2:2][C:3]1[N:29]([S:30]([C:33]2[CH:38]=[CH:37][CH:36]=[CH:35][CH:34]=2)(=[O:32])=[O:31])[C:6]2[N:7]=[CH:8][C:9]3[CH2:14][N:13]([C:15]4[C:20]([F:21])=[C:19]([O:22][CH3:23])[CH:18]=[C:17]([O:24][CH3:25])[C:16]=4[F:26])[C:12](=[O:27])[N:11]([CH3:28])[C:10]=3[C:5]=2[CH:4]=1.[NH:39]1[CH:43]=[CH:42][N:41]=[CH:40]1.C(=O)([O-])[O-].[Cs+].[Cs+]. (7) Given the product [OH:2][C:3]1[CH:12]=[C:11]2[C:6]([CH2:7][CH2:8][CH:9]([N:13]([CH2:28][CH2:29][CH3:30])[CH:14]3[CH2:15][CH2:16][N:17]([C:20]([N:22]4[CH2:27][CH2:26][O:25][CH2:24][CH2:23]4)=[O:21])[CH2:18][CH2:19]3)[CH2:10]2)=[CH:5][CH:4]=1, predict the reactants needed to synthesize it. The reactants are: C[O:2][C:3]1[CH:12]=[C:11]2[C:6]([CH2:7][CH2:8][CH:9]([N:13]([CH2:28][CH2:29][CH3:30])[CH:14]3[CH2:19][CH2:18][N:17]([C:20]([N:22]4[CH2:27][CH2:26][O:25][CH2:24][CH2:23]4)=[O:21])[CH2:16][CH2:15]3)[CH2:10]2)=[CH:5][CH:4]=1.B(Cl)(Cl)Cl. (8) Given the product [CH3:13][O:12][C:9]1[CH:10]=[C:11]2[C:6](=[CH:7][CH:8]=1)[CH:5]=[C:4]([C:14]1[CH:19]=[CH:18][N:17]=[C:16]([NH:20][CH3:21])[N:15]=1)[CH:3]=[C:2]2[NH:1][CH:23]1[CH2:28][CH2:27][CH2:26][NH:25][CH2:24]1, predict the reactants needed to synthesize it. The reactants are: [NH2:1][C:2]1[C:11]2[C:6](=[CH:7][CH:8]=[C:9]([O:12][CH3:13])[CH:10]=2)[CH:5]=[C:4]([C:14]2[CH:19]=[CH:18][N:17]=[C:16]([NH:20][CH3:21])[N:15]=2)[CH:3]=1.O=[C:23]1[CH2:28][CH2:27][CH2:26][N:25](C(OC(C)(C)C)=O)[CH2:24]1.Cl. (9) Given the product [NH2:49][C:48]([NH:1][CH2:2][CH2:3][CH2:4][CH2:5][C@@H:6]([NH:15][C:16]1[CH:21]=[CH:20][C:19]([S:22]([NH:25][C:26](=[O:43])[C:27]2[CH:28]=[CH:29][C:30]([N:33]3[CH2:34][CH2:35][C:36]4([CH2:37][CH2:38][CH2:39][CH2:40]4)[CH2:41][CH2:42]3)=[CH:31][CH:32]=2)(=[O:24])=[O:23])=[CH:18][C:17]=1[N+:44]([O-:46])=[O:45])[CH2:7][S:8][C:9]1[CH:10]=[CH:11][CH:12]=[CH:13][CH:14]=1)=[O:47], predict the reactants needed to synthesize it. The reactants are: [NH2:1][CH2:2][CH2:3][CH2:4][CH2:5][C@@H:6]([NH:15][C:16]1[CH:21]=[CH:20][C:19]([S:22]([NH:25][C:26](=[O:43])[C:27]2[CH:32]=[CH:31][C:30]([N:33]3[CH2:42][CH2:41][C:36]4([CH2:40][CH2:39][CH2:38][CH2:37]4)[CH2:35][CH2:34]3)=[CH:29][CH:28]=2)(=[O:24])=[O:23])=[CH:18][C:17]=1[N+:44]([O-:46])=[O:45])[CH2:7][S:8][C:9]1[CH:14]=[CH:13][CH:12]=[CH:11][CH:10]=1.[O-:47][C:48]#[N:49].[K+].O. (10) Given the product [Si:29]([O:7][C@H:6]([C@H:8]1[C:13]([O:14][CH3:15])=[N:12][C@H:11]([CH:16]([CH3:17])[CH3:18])[C:10]([O:19][CH3:20])=[N:9]1)[CH2:5][CH2:4]/[CH:3]=[CH:2]/[I:1])([C:32]([CH3:35])([CH3:34])[CH3:33])([CH3:31])[CH3:30], predict the reactants needed to synthesize it. The reactants are: [I:1]/[CH:2]=[CH:3]/[CH2:4][CH2:5][C@@H:6]([C@H:8]1[C:13]([O:14][CH3:15])=[N:12][C@H:11]([CH:16]([CH3:18])[CH3:17])[C:10]([O:19][CH3:20])=[N:9]1)[OH:7].N1C(C)=CC=CC=1C.[Si:29](OS(C(F)(F)F)(=O)=O)([C:32]([CH3:35])([CH3:34])[CH3:33])([CH3:31])[CH3:30].[NH4+].[Cl-].